From a dataset of Full USPTO retrosynthesis dataset with 1.9M reactions from patents (1976-2016). Predict the reactants needed to synthesize the given product. The reactants are: Cl.O1CCOCC1.C(OC([N:15]1[CH2:19][C@H:18]([CH2:20][N:21]([CH2:31][CH:32]([CH3:34])[CH3:33])[S:22]([C:25]2[CH:30]=[CH:29][CH:28]=[CH:27][CH:26]=2)(=[O:24])=[O:23])[C@H:17]([CH2:35][N:36]([CH:53]([CH3:55])[CH3:54])[C:37](=[O:52])[C:38]2[CH:43]=[CH:42][C:41]([O:44][CH3:45])=[C:40]([O:46][CH2:47][CH2:48][CH2:49][O:50][CH3:51])[CH:39]=2)[CH2:16]1)=O)(C)(C)C. Given the product [CH:53]([N:36]([CH2:35][C@H:17]1[C@H:18]([CH2:20][N:21]([CH2:31][CH:32]([CH3:34])[CH3:33])[S:22]([C:25]2[CH:30]=[CH:29][CH:28]=[CH:27][CH:26]=2)(=[O:24])=[O:23])[CH2:19][NH:15][CH2:16]1)[C:37](=[O:52])[C:38]1[CH:43]=[CH:42][C:41]([O:44][CH3:45])=[C:40]([O:46][CH2:47][CH2:48][CH2:49][O:50][CH3:51])[CH:39]=1)([CH3:55])[CH3:54], predict the reactants needed to synthesize it.